From a dataset of Reaction yield outcomes from USPTO patents with 853,638 reactions. Predict the reaction yield, written as a fraction of the theoretical maximum amount of product (1.0 means a 100% yield; for example, 0.34 means a 34% yield). The reactants are C(OC([N:6]1[CH2:11][CH2:10][CH:9]([N:12]2[C:16]3[C:17]([CH3:21])=[CH:18][CH:19]=[CH:20][C:15]=3[NH:14][C:13]2=[O:22])[CH2:8][CH2:7]1)=O)C.C(O)C.[BrH:26]. No catalyst specified. The product is [BrH:26].[CH3:21][C:17]1[C:16]2[N:12]([CH:9]3[CH2:10][CH2:11][NH:6][CH2:7][CH2:8]3)[C:13](=[O:22])[NH:14][C:15]=2[CH:20]=[CH:19][CH:18]=1. The yield is 0.440.